From a dataset of Full USPTO retrosynthesis dataset with 1.9M reactions from patents (1976-2016). Predict the reactants needed to synthesize the given product. (1) Given the product [CH3:1][C:2]1[C:6]2[N:7]=[CH:8][CH:9]=[C:10]([O:11][CH3:12])[C:5]=2[O:4][N:3]=1, predict the reactants needed to synthesize it. The reactants are: [CH3:1][C:2]1[C:6]2[N:7]=[CH:8][CH:9]=[CH:10][C:5]=2[O:4][N:3]=1.[OH:11][C:12]1C=NC=CC=1OC.NO. (2) Given the product [CH:1]1([O:6][C:7]2[CH:8]=[C:9]([NH:15][C:23](=[O:30])[C:24]3[CH:29]=[CH:28][CH:27]=[N:26][CH:25]=3)[CH:10]=[CH:11][C:12]=2[O:13][CH3:14])[CH2:2][CH2:3][CH2:4][CH2:5]1, predict the reactants needed to synthesize it. The reactants are: [CH:1]1([O:6][C:7]2[CH:8]=[C:9]([NH2:15])[CH:10]=[CH:11][C:12]=2[O:13][CH3:14])[CH2:5][CH2:4][CH2:3][CH2:2]1.C(N(CC)CC)C.[C:23](Cl)(=[O:30])[C:24]1[CH:29]=[CH:28][CH:27]=[N:26][CH:25]=1.[OH-].[Na+]. (3) Given the product [F:19][CH2:18][CH2:17][O:9][C:5]1[CH:4]=[C:3]([CH:8]=[CH:7][CH:6]=1)[C:1]#[N:2], predict the reactants needed to synthesize it. The reactants are: [C:1]([C:3]1[CH:4]=[C:5]([OH:9])[CH:6]=[CH:7][CH:8]=1)#[N:2].C(=O)([O-])[O-].[K+].[K+].Br[CH2:17][CH2:18][F:19]. (4) Given the product [C:1]([O:5][C:6](=[O:30])[CH2:7][O:8][C:9]1[C:10]([C:16]#[C:17][C:18]2[CH:23]=[CH:22][CH:21]=[C:20]([S:24]([CH2:27][CH2:28][CH3:29])(=[O:26])=[O:25])[CH:19]=2)=[N:41][C:12]([CH3:11])=[CH:13][CH:14]=1)([CH3:4])([CH3:3])[CH3:2], predict the reactants needed to synthesize it. The reactants are: [C:1]([O:5][C:6](=[O:30])[CH2:7][O:8][C:9]1[CH:14]=[CH:13][C:12](Cl)=[CH:11][C:10]=1[C:16]#[C:17][C:18]1[CH:23]=[CH:22][CH:21]=[C:20]([S:24]([CH2:27][CH2:28][CH3:29])(=[O:26])=[O:25])[CH:19]=1)([CH3:4])([CH3:3])[CH3:2].C(OC(=O)COC1C(C#C)=[N:41]C(C)=CC=1)(C)(C)C.BrC1C=CC=C(S(CCC)(=O)=O)C=1.BrCC1C=CC=C(S(CCC)(=O)=O)C=1. (5) Given the product [Br:1][CH2:10][C:8]([C:7]1[CH:6]=[C:5]([O:4][CH3:3])[C:18]([O:19][CH3:20])=[C:17]([O:21][CH3:22])[CH:16]=1)=[O:9], predict the reactants needed to synthesize it. The reactants are: [Br:1]Br.[CH3:3][O:4][C:5]1[CH:6]=[C:7]([CH:16]=[C:17]([O:21][CH3:22])[C:18]=1[O:19][CH3:20])[C:8]([C:10]1C=CC=CC=1)=[O:9].C(O)C. (6) Given the product [CH2:28]([C:25]1[CH:26]=[CH:27][C:22]([N:16]2[CH2:15][CH2:14][N:13]([C:8]3[C:9]([CH3:12])=[C:10]([CH3:11])[C:4]4[O:3][C:2]([CH3:20])([CH3:1])[CH2:6][C:5]=4[C:7]=3[CH3:19])[CH2:18][CH2:17]2)=[CH:23][CH:24]=1)[CH3:29], predict the reactants needed to synthesize it. The reactants are: [CH3:1][C:2]1([CH3:20])[CH2:6][C:5]2[C:7]([CH3:19])=[C:8]([N:13]3[CH2:18][CH2:17][NH:16][CH2:15][CH2:14]3)[C:9]([CH3:12])=[C:10]([CH3:11])[C:4]=2[O:3]1.Br[C:22]1[CH:27]=[CH:26][C:25]([CH2:28][CH3:29])=[CH:24][CH:23]=1. (7) Given the product [Br:12][C:13]1[CH:14]=[C:15]2[C:19](=[CH:20][CH:21]=1)[N:18]([S:22]([C:25]1[CH:30]=[CH:29][CH:28]=[CH:27][CH:26]=1)(=[O:24])=[O:23])[CH:17]=[C:16]2[C:9](=[O:10])[CH3:11], predict the reactants needed to synthesize it. The reactants are: [Al+3].[Cl-].[Cl-].[Cl-].CC(O[C:9]([CH3:11])=[O:10])=O.[Br:12][C:13]1[CH:14]=[C:15]2[C:19](=[CH:20][CH:21]=1)[N:18]([S:22]([C:25]1[CH:30]=[CH:29][CH:28]=[CH:27][CH:26]=1)(=[O:24])=[O:23])[CH:17]=[CH:16]2. (8) Given the product [Cl:22][C:14]1[CH:13]=[C:12]([CH:4]([CH2:5][CH:6]2[CH2:10][CH2:9][C:8](=[O:11])[CH2:7]2)[C:3]([OH:23])=[O:2])[CH:17]=[CH:16][C:15]=1[S:18]([CH3:21])(=[O:20])=[O:19], predict the reactants needed to synthesize it. The reactants are: C[O:2][C:3](=[O:23])[CH:4]([C:12]1[CH:17]=[CH:16][C:15]([S:18]([CH3:21])(=[O:20])=[O:19])=[C:14]([Cl:22])[CH:13]=1)[CH2:5][CH:6]1[CH2:10][CH2:9][C:8](=[O:11])[CH2:7]1.[OH-].[Na+]. (9) Given the product [N:38]1([C:36]([C:35]2[CH:42]=[CH:43][C:32]([O:1][C:2]3[CH:3]=[C:4]([C:14]4[NH:15][C:16]([C:19]5[S:20][CH:21]=[CH:22][N:23]=5)=[CH:17][CH:18]=4)[CH:5]=[C:6]([O:8][C@@H:9]([CH3:13])[CH2:10][O:11][CH3:12])[CH:7]=3)=[C:33]([C:44]([F:45])([F:46])[F:47])[CH:34]=2)=[O:37])[CH2:41][CH2:40][CH2:39]1, predict the reactants needed to synthesize it. The reactants are: [OH:1][C:2]1[CH:3]=[C:4]([C:14]2[N:15](C(OC(C)(C)C)=O)[C:16]([C:19]3[S:20][CH:21]=[CH:22][N:23]=3)=[CH:17][CH:18]=2)[CH:5]=[C:6]([O:8][C@@H:9]([CH3:13])[CH2:10][O:11][CH3:12])[CH:7]=1.F[C:32]1[CH:43]=[CH:42][C:35]([C:36]([N:38]2[CH2:41][CH2:40][CH2:39]2)=[O:37])=[CH:34][C:33]=1[C:44]([F:47])([F:46])[F:45].[H-].[Na+].[Cl-].[NH4+]. (10) Given the product [CH2:1]([C:5]1[N:6]=[C:7]([CH3:27])[N:8]([C:33]2[CH:32]=[CH:31][C:30]([O:29][CH3:28])=[C:35]([O:36][CH3:37])[CH:34]=2)[C:9](=[O:26])[C:10]=1[CH2:11][C:12]1[CH:17]=[CH:16][C:15]([C:18]2[C:19]([C:24]#[N:25])=[CH:20][CH:21]=[CH:22][CH:23]=2)=[CH:14][CH:13]=1)[CH2:2][CH2:3][CH3:4], predict the reactants needed to synthesize it. The reactants are: [CH2:1]([C:5]1[N:6]=[C:7]([CH3:27])[NH:8][C:9](=[O:26])[C:10]=1[CH2:11][C:12]1[CH:17]=[CH:16][C:15]([C:18]2[C:19]([C:24]#[N:25])=[CH:20][CH:21]=[CH:22][CH:23]=2)=[CH:14][CH:13]=1)[CH2:2][CH2:3][CH3:4].[CH3:28][O:29][C:30]1[CH:31]=[C:32](B(O)O)[CH:33]=[CH:34][C:35]=1[O:36][CH3:37].C(N(CC)CC)C.N1C=CC=CC=1.